Dataset: Forward reaction prediction with 1.9M reactions from USPTO patents (1976-2016). Task: Predict the product of the given reaction. Given the reactants F[C:2]1[CH:7]=[CH:6][CH:5]=[C:4]([F:8])[N:3]=1.[CH3:9][O:10][C:11]1[CH:18]=[CH:17][C:14]([CH2:15][NH2:16])=[CH:13][CH:12]=1.C(N(CC)C(C)C)(C)C.O, predict the reaction product. The product is: [F:8][C:4]1[N:3]=[C:2]([NH:16][CH2:15][C:14]2[CH:17]=[CH:18][C:11]([O:10][CH3:9])=[CH:12][CH:13]=2)[CH:7]=[CH:6][CH:5]=1.